This data is from Catalyst prediction with 721,799 reactions and 888 catalyst types from USPTO. The task is: Predict which catalyst facilitates the given reaction. (1) Reactant: [OH:1][C:2]1[CH:3]=[C:4]([CH:7]=[CH:8][C:9]=1[O:10][CH2:11][CH3:12])[CH:5]=O.[CH3:13][C:14]([C:16]1[CH:21]=[C:20]([O:22][CH3:23])[C:19]([O:24][CH3:25])=[C:18]([O:26][CH3:27])[CH:17]=1)=[O:15].[OH-].[Na+]. Product: [OH:1][C:2]1[CH:3]=[C:4](/[CH:5]=[CH:13]/[C:14]([C:16]2[CH:17]=[C:18]([O:26][CH3:27])[C:19]([O:24][CH3:25])=[C:20]([O:22][CH3:23])[CH:21]=2)=[O:15])[CH:7]=[CH:8][C:9]=1[O:10][CH2:11][CH3:12]. The catalyst class is: 125. (2) Reactant: [NH:1]1[CH:5]=[CH:4][CH:3]=[N:2]1.C(=O)([O-])[O-].[K+].[K+].CN(C)C=O.[Br:17][C:18]1[N:23]=[C:22](S(C)(=O)=O)[N:21]=[C:20]([NH:28][CH2:29][C:30]([F:33])([F:32])[F:31])[C:19]=1[CH:34]([CH2:36][CH3:37])[CH3:35]. Product: [Br:17][C:18]1[N:23]=[C:22]([N:1]2[CH:5]=[CH:4][CH:3]=[N:2]2)[N:21]=[C:20]([NH:28][CH2:29][C:30]([F:33])([F:32])[F:31])[C:19]=1[CH:34]([CH2:36][CH3:37])[CH3:35]. The catalyst class is: 6. (3) Reactant: [Cl:1][C:2]1[CH:3]=[N:4][C:5]2[C:10]([CH:11]=1)=[CH:9][C:8]([CH2:12]Cl)=[CH:7][C:6]=2[C:14]#[N:15].C[Sn](C)(C)[C:18]1[CH:19]=[C:20]([CH:25]=[CH:26][N:27]=1)[C:21]([O:23][CH3:24])=[O:22]. Product: [Cl:1][C:2]1[CH:3]=[N:4][C:5]2[C:10]([CH:11]=1)=[CH:9][C:8]([CH2:12][C:18]1[CH:19]=[C:20]([CH:25]=[CH:26][N:27]=1)[C:21]([O:23][CH3:24])=[O:22])=[CH:7][C:6]=2[C:14]#[N:15]. The catalyst class is: 184. (4) Product: [F:3][C:4]1[CH:11]=[CH:10][C:9]([S:12][CH3:13])=[CH:8][C:5]=1[C:6]#[N:7]. The catalyst class is: 8. Reactant: [BH4-].[Na+].[F:3][C:4]1[CH:11]=[CH:10][C:9]([S:12][C:13]#N)=[CH:8][C:5]=1[C:6]#[N:7].CI.O. (5) Reactant: C([O:3][C:4](=[O:26])[CH2:5][C:6]1[C:11]([Cl:12])=[CH:10][N:9]=[C:8]([NH:13][CH2:14][C:15]([F:24])([F:23])[C:16]2[CH:21]=[CH:20][CH:19]=[CH:18][N+:17]=2[O-:22])[C:7]=1[F:25])C.[Li+].[OH-].Cl. Product: [Cl:12][C:11]1[C:6]([CH2:5][C:4]([OH:26])=[O:3])=[C:7]([F:25])[C:8]([NH:13][CH2:14][C:15]([F:23])([F:24])[C:16]2[CH:21]=[CH:20][CH:19]=[CH:18][N+:17]=2[O-:22])=[N:9][CH:10]=1. The catalyst class is: 5. (6) Reactant: [C:1]([C:3]1[C:21]([N+:22]([O-:24])=[O:23])=[CH:20][CH:19]=[CH:18][C:4]=1[O:5][CH2:6][CH2:7][CH2:8][CH2:9][NH:10]C(=O)OC(C)(C)C)#[N:2]. Product: [NH2:10][CH2:9][CH2:8][CH2:7][CH2:6][O:5][C:4]1[CH:18]=[CH:19][CH:20]=[C:21]([N+:22]([O-:24])=[O:23])[C:3]=1[C:1]#[N:2]. The catalyst class is: 157. (7) Reactant: [CH3:1][C:2]1[CH:7]=[CH:6][C:5]([S:8]([O:11][CH2:12][C@@H:13]2[O:18][C:17]3[C:19]([CH:26]=O)=[C:20]([N+:23]([O-])=O)[CH:21]=[CH:22][C:16]=3[O:15][CH2:14]2)(=[O:10])=[O:9])=[CH:4][CH:3]=1.[H][H]. Product: [CH3:1][C:2]1[CH:7]=[CH:6][C:5]([S:8]([O:11][CH2:12][CH:13]2[O:18][C:17]3[C:19]([CH3:26])=[C:20]([NH2:23])[CH:21]=[CH:22][C:16]=3[O:15][CH2:14]2)(=[O:10])=[O:9])=[CH:4][CH:3]=1. The catalyst class is: 105.